Dataset: Forward reaction prediction with 1.9M reactions from USPTO patents (1976-2016). Task: Predict the product of the given reaction. The product is: [CH:15]1[C:14]2[N:13]([CH2:10][CH2:11][CH2:12][S:8][C:1](=[O:9])[C:2]3[CH:7]=[CH:6][CH:5]=[CH:4][CH:3]=3)[C:25]3[C:20](=[CH:21][CH:22]=[CH:23][CH:24]=3)[C:19]=2[CH:18]=[CH:17][CH:16]=1. Given the reactants [C:1]([OH:9])(=[S:8])[C:2]1[CH:7]=[CH:6][CH:5]=[CH:4][CH:3]=1.[CH2:10]([N:13]1[C:25]2[CH:24]=[CH:23][CH:22]=[CH:21][C:20]=2[C:19]2[C:14]1=[CH:15][CH:16]=[CH:17][CH:18]=2)[CH:11]=[CH2:12].C(=O)(O)[O-].[Na+], predict the reaction product.